From a dataset of Full USPTO retrosynthesis dataset with 1.9M reactions from patents (1976-2016). Predict the reactants needed to synthesize the given product. Given the product [CH3:12][C:9]1[CH:10]=[CH:11][C:6]([O:5][Si:4]([CH:16]([CH3:18])[CH3:17])([CH:19]([CH3:21])[CH3:20])[CH:1]([CH3:3])[CH3:2])=[CH:7][C:8]=1[NH2:13], predict the reactants needed to synthesize it. The reactants are: [CH:1]([Si:4]([CH:19]([CH3:21])[CH3:20])([CH:16]([CH3:18])[CH3:17])[O:5][C:6]1[CH:11]=[CH:10][C:9]([CH3:12])=[C:8]([N+:13]([O-])=O)[CH:7]=1)([CH3:3])[CH3:2].[Sn](Cl)Cl.C(=O)([O-])O.[Na+].